From a dataset of NCI-60 drug combinations with 297,098 pairs across 59 cell lines. Regression. Given two drug SMILES strings and cell line genomic features, predict the synergy score measuring deviation from expected non-interaction effect. (1) Drug 1: CC1CCC2CC(C(=CC=CC=CC(CC(C(=O)C(C(C(=CC(C(=O)CC(OC(=O)C3CCCCN3C(=O)C(=O)C1(O2)O)C(C)CC4CCC(C(C4)OC)OCCO)C)C)O)OC)C)C)C)OC. Drug 2: C1CN(CCN1C(=O)CCBr)C(=O)CCBr. Cell line: SK-MEL-28. Synergy scores: CSS=16.2, Synergy_ZIP=-2.82, Synergy_Bliss=2.43, Synergy_Loewe=-4.81, Synergy_HSA=0.730. (2) Drug 1: CC1OCC2C(O1)C(C(C(O2)OC3C4COC(=O)C4C(C5=CC6=C(C=C35)OCO6)C7=CC(=C(C(=C7)OC)O)OC)O)O. Drug 2: C1=CC=C(C(=C1)C(C2=CC=C(C=C2)Cl)C(Cl)Cl)Cl. Cell line: SN12C. Synergy scores: CSS=34.8, Synergy_ZIP=-9.44, Synergy_Bliss=0.810, Synergy_Loewe=-18.0, Synergy_HSA=1.53. (3) Drug 1: CN(C)N=NC1=C(NC=N1)C(=O)N. Drug 2: CNC(=O)C1=NC=CC(=C1)OC2=CC=C(C=C2)NC(=O)NC3=CC(=C(C=C3)Cl)C(F)(F)F. Cell line: SK-OV-3. Synergy scores: CSS=15.5, Synergy_ZIP=-9.33, Synergy_Bliss=-2.86, Synergy_Loewe=-11.1, Synergy_HSA=-2.23. (4) Drug 1: C1=CC(=CC=C1CCC2=CNC3=C2C(=O)NC(=N3)N)C(=O)NC(CCC(=O)O)C(=O)O. Drug 2: N.N.Cl[Pt+2]Cl. Cell line: MDA-MB-231. Synergy scores: CSS=10.2, Synergy_ZIP=-1.56, Synergy_Bliss=-1.23, Synergy_Loewe=-13.0, Synergy_HSA=-0.813. (5) Drug 1: CC1OCC2C(O1)C(C(C(O2)OC3C4COC(=O)C4C(C5=CC6=C(C=C35)OCO6)C7=CC(=C(C(=C7)OC)O)OC)O)O. Drug 2: C1C(C(OC1N2C=NC3=C2NC=NCC3O)CO)O. Cell line: HOP-92. Synergy scores: CSS=38.4, Synergy_ZIP=-6.16, Synergy_Bliss=-2.16, Synergy_Loewe=-17.7, Synergy_HSA=-0.793. (6) Drug 1: CCCS(=O)(=O)NC1=C(C(=C(C=C1)F)C(=O)C2=CNC3=C2C=C(C=N3)C4=CC=C(C=C4)Cl)F. Drug 2: CCC1(CC2CC(C3=C(CCN(C2)C1)C4=CC=CC=C4N3)(C5=C(C=C6C(=C5)C78CCN9C7C(C=CC9)(C(C(C8N6C=O)(C(=O)OC)O)OC(=O)C)CC)OC)C(=O)OC)O.OS(=O)(=O)O. Cell line: SF-295. Synergy scores: CSS=23.4, Synergy_ZIP=4.27, Synergy_Bliss=6.23, Synergy_Loewe=-47.1, Synergy_HSA=6.25. (7) Drug 1: C1=CC=C(C(=C1)C(C2=CC=C(C=C2)Cl)C(Cl)Cl)Cl. Drug 2: CCN(CC)CCCC(C)NC1=C2C=C(C=CC2=NC3=C1C=CC(=C3)Cl)OC. Cell line: HCT-15. Synergy scores: CSS=15.5, Synergy_ZIP=10.3, Synergy_Bliss=14.1, Synergy_Loewe=-15.7, Synergy_HSA=6.22.